From a dataset of Forward reaction prediction with 1.9M reactions from USPTO patents (1976-2016). Predict the product of the given reaction. (1) Given the reactants [OH:1][C:2]12[CH2:11][CH:6]3[CH2:7][CH:8]([CH2:10][C:4]([CH:12]([OH:14])[CH3:13])([CH2:5]3)[CH2:3]1)[CH2:9]2.[C:15](Cl)(=[O:18])[CH:16]=[CH2:17].C(N(CC)CC)C, predict the reaction product. The product is: [OH:1][C:2]12[CH2:11][CH:6]3[CH2:7][CH:8]([CH2:10][C:4]([CH:12]([O:14][C:15](=[O:18])[CH:16]=[CH2:17])[CH3:13])([CH2:5]3)[CH2:3]1)[CH2:9]2. (2) The product is: [C:17]([C:21]1[CH:22]=[CH:23][C:24]([CH2:25][C:12]2[CH:11]=[CH:10][CH:9]=[C:8]3[C:13]=2[C:14]([NH2:32])=[N:15][C:6]([C:4]([OH:3])=[O:5])=[N:7]3)=[CH:27][CH:28]=1)([CH3:20])([CH3:18])[CH3:19]. Given the reactants C([O:3][C:4]([C:6]1[N:15]=[C:14](Cl)[C:13]2[C:8](=[CH:9][CH:10]=[CH:11][CH:12]=2)[N:7]=1)=[O:5])C.[C:17]([C:21]1[CH:28]=[CH:27][C:24]([CH2:25]N)=[CH:23][CH:22]=1)([CH3:20])([CH3:19])[CH3:18].C([N:32](C(C)C)CC)(C)C, predict the reaction product. (3) Given the reactants C([O:5][P:6]([CH:13]([F:33])[C:14]1[C:19]([C:20]2[CH:25]=[CH:24][CH:23]=[CH:22][CH:21]=2)=[N:18][C:17]([CH3:26])=[C:16]2[O:27]C(C)(C)[O:29][CH2:30][C:15]=12)(=[O:12])[O:7]C(C)(C)C)(C)(C)C, predict the reaction product. The product is: [F:33][CH:13]([P:6](=[O:5])([OH:7])[OH:12])[C:14]1[C:19]([C:20]2[CH:25]=[CH:24][CH:23]=[CH:22][CH:21]=2)=[N:18][C:17]([CH3:26])=[C:16]([OH:27])[C:15]=1[CH2:30][OH:29].